Dataset: Drug-target binding data from BindingDB using IC50 measurements. Task: Regression. Given a target protein amino acid sequence and a drug SMILES string, predict the binding affinity score between them. We predict pIC50 (pIC50 = -log10(IC50 in M); higher means more potent). Dataset: bindingdb_ic50. (1) The small molecule is CCOC(=O)c1cc2cc(N3CCN(C(=S)Nc4ccc(C(C)=O)cc4)CC3)ccc2o1. The target protein (P0C559) has sequence MAAQKNNAPKEYGADSITILEGLEAVRKRPGMYIGSTGERGLHHLIWEVVDNAVDEAMAGFATRVDVKIHADGSVEVRDDGRGIPVEMHATGMPTIDVVMTQLHAGGKFDGETYAVSGGLHGVGVSVVNALSTRLEATVLRDGYEWFQYYDRSVPGKLKQGGETKETGTTIRFWADPEIFETTDYNFETVARRLQEMAFLNKGLTIELTDERVTAEEVVDDVVKDTAEAPKTADEKAAEATGPSKVKHRVFHYPGGLVDYVKHINRTKTPIQQSIIDFDGKGPGHEVEIAMQWNAGYSESVHTFANTINTHEGGTHEEGFRAALTSVVNRYAKDKKLLKDKDPNLTGDDIREGLAAVISVKVAEPQFEGQTKTKLGNTEVKSFVQKICNEQLQHWFEANPAEAKTVVNKAVSSAQARIAARKARELVRRKSATDIGGLPGKLADCRSTDPSKSELYVVEGDSAGGSAKSGRDSMFQAILPLRGKIINVEKARIDRVLKNT.... The pIC50 is 4.6. (2) The drug is Cc1cc(C#Cc2ccc3cc(N)ccc3n2)cc(C)c1O. The target protein (P02766) has sequence MASHRLLLLCLAGLVFVSEAGPTGTGESKCPLMVKVLDAVRGSPAINVAVHVFRKAADDTWEPFASGKTSESGELHGLTTEEEFVEGIYKVEIDTKSYWKALGISPFHEHAEVVFTANDSGPRRYTIAALLSPYSYSTTAVVTNPKE. The pIC50 is 5.7. (3) The drug is COc1cccc(-c2ccc(NC(=O)C3=C(C(=O)O)CCC3)c(F)c2)c1. The target protein sequence is MATGDERFYAEHLMPTLQGLLDPESAHRLAVRFTSLGLLPRARFQDSDMLEVRVLGHKFRNPVGIAAGFDKHGEAVDGLYKMGFGFVEIGSVTPKPQEGNPRPRVFRLPEDQAVINRYGFNSHGLSVVEHRLRARQQKQAKLTEDGLPLGVNLGKNKTSVDAAEDYAEGVRVLGPLADYLVVNVSSPNTAGLRSLQGKAELRRLLTKVLQERDGLRRVHRPAVLVKIAPDLTSQDKEDIASVVKELGIDGLIVTNTTVSRPAGLQGALRSETGGLSGKPLRDLSTQTIREMYALTQGRVPIIGVGGVSSGQDALEKIRAGASLVQLYTALTFWGPPVVGKVKRELEALLKEQGFGGVTDAIGADHRR. The pIC50 is 6.9. (4) The pIC50 is 3.5. The target protein (P18298) has sequence MNGQLNGFHEAFIEEGTFLFTSESVGEGHPDKICDQINDAVLDAHLQQDPDAKVACETVAKTGMILLAGEITSRAAIDYQKVVREAIKHIGYDDSSKGFDYKTCNVLVALEQQSPDIAQGVHLDRNEEDIGAGDQGLMFGYATDETEECMPLTIVLAHKLNAKLAELRRNGTLPWLRPDSKTQVTVQYMQDRGAVIPIRVHTIVISVQHDEEVCLDEMRDALKEKLIKAVVPAKYLDEDTIYHLQPSGRFVIGGPQGDAGLTGRKIIVDTYGGWGAHGGGAFSGKDYTKVDRSAAYAARWVAKSLVKGGLCRRVLVQVSYAIGVSHPLSISIFHYGTSQKSERELLEIVKNNFDLRPGVIVRDLDLKKPIYQRTAAYGHFGRDSFPWEVPKKLKY. The compound is C[C@H]1S[C@@H]1C[C@H](N)C(=O)O.